Dataset: Forward reaction prediction with 1.9M reactions from USPTO patents (1976-2016). Task: Predict the product of the given reaction. (1) Given the reactants Cl.[CH:2]1([CH2:6][S:7]([NH:10][C:11]2[CH:12]=[C:13]([C:17]3[CH:22]=[CH:21][C:20]([C:23]([N:25]4[CH2:30][CH2:29][NH:28][CH2:27][CH2:26]4)=[O:24])=[CH:19][CH:18]=3)[CH:14]=[CH:15][CH:16]=2)(=[O:9])=[O:8])[CH2:5][CH2:4][CH2:3]1.[OH:31][C:32]1([C:35](O)=[O:36])[CH2:34][CH2:33]1.CN(C(ON1N=NC2C=CC=CC1=2)=[N+](C)C)C.F[P-](F)(F)(F)(F)F.CCN(C(C)C)C(C)C, predict the reaction product. The product is: [CH:2]1([CH2:6][S:7]([NH:10][C:11]2[CH:12]=[C:13]([C:17]3[CH:22]=[CH:21][C:20]([C:23]([N:25]4[CH2:30][CH2:29][N:28]([C:35]([C:32]5([OH:31])[CH2:34][CH2:33]5)=[O:36])[CH2:27][CH2:26]4)=[O:24])=[CH:19][CH:18]=3)[CH:14]=[CH:15][CH:16]=2)(=[O:9])=[O:8])[CH2:5][CH2:4][CH2:3]1. (2) Given the reactants Br[C:2]1[S:3][CH:4]=[C:5]([C:7]2[CH:12]=[CH:11][C:10]([NH:13][S:14]([C:17]([F:20])([F:19])[F:18])(=[O:16])=[O:15])=[CH:9][C:8]=2[Cl:21])[N:6]=1.[NH:22]1[C:30]2[C:25](=[C:26](B(O)O)[CH:27]=[CH:28][CH:29]=2)[CH:24]=[CH:23]1.C(=O)([O-])[O-].[K+].[K+].CN(C)C=O, predict the reaction product. The product is: [Cl:21][C:8]1[CH:9]=[C:10]([NH:13][S:14]([C:17]([F:20])([F:19])[F:18])(=[O:16])=[O:15])[CH:11]=[CH:12][C:7]=1[C:5]1[N:6]=[C:2]([C:26]2[CH:27]=[CH:28][CH:29]=[C:30]3[C:25]=2[CH:24]=[CH:23][NH:22]3)[S:3][CH:4]=1. (3) Given the reactants [N-:1]=[N+:2]=[N-:3].[Na+].O1CCOCC1.O.[C:12](/[C:14](/[C:19]1[S:20][CH:21]=[CH:22][CH:23]=1)=[CH:15]/[C:16](Cl)=[O:17])#[N:13].O, predict the reaction product. The product is: [C:12](/[C:14](/[C:19]1[S:20][CH:21]=[CH:22][CH:23]=1)=[CH:15]/[C:16]([N:1]=[N+:2]=[N-:3])=[O:17])#[N:13]. (4) Given the reactants [Si]([O:8][CH2:9][C:10]1[N:15]=[C:14]([C:16]2[CH:21]=[C:20](Cl)[N:19]=[C:18]3[CH2:23][CH2:24][CH2:25][C:17]=23)[CH:13]=[N:12][CH:11]=1)(C(C)(C)C)(C)C.[OH:26][CH2:27][C:28]1[CH:29]=[C:30]([CH:33]=[CH:34][CH:35]=1)[C:31]#[N:32].O(C(C)(C)C)[Na], predict the reaction product. The product is: [OH:8][CH2:9][C:10]1[N:15]=[C:14]([C:16]2[CH:21]=[C:20]([O:26][CH2:27][C:28]3[CH:29]=[C:30]([CH:33]=[CH:34][CH:35]=3)[C:31]#[N:32])[N:19]=[C:18]3[CH2:23][CH2:24][CH2:25][C:17]=23)[CH:13]=[N:12][CH:11]=1.